Task: Predict the product of the given reaction.. Dataset: Forward reaction prediction with 1.9M reactions from USPTO patents (1976-2016) (1) Given the reactants [I:1]N1C(C)(C)COC1=O.[CH2:10]=[CH:11][C:12]1[CH:17]=[CH:16][CH:15]=[CH:14][CH:13]=1.[OH2:18], predict the reaction product. The product is: [I:1][CH2:10][CH:11]([C:12]1[CH:17]=[CH:16][CH:15]=[CH:14][CH:13]=1)[OH:18]. (2) Given the reactants [Br:1][C:2]1[CH:7]=[C:6]([NH2:8])[CH:5]=[CH:4][N:3]=1.BrNC1C=[C:15]([O:17]C)N=CC=1.S(Cl)(Cl)=O.[OH:23][C:24]([CH3:31])([CH2:28][CH2:29][CH3:30])[C:25](O)=[O:26], predict the reaction product. The product is: [Br:1][C:2]1[CH:7]=[C:6]([NH:8][C:25](=[O:26])[C:24]([OH:23])([CH3:31])[CH2:28][CH2:29][CH3:30])[CH:5]=[C:4]([O:17][CH3:15])[N:3]=1. (3) The product is: [CH:6]1([C:9]2[C:10]([C:23]3[CH:28]=[CH:27][C:26]([F:29])=[CH:25][CH:24]=3)=[N:11][C:12]([O:20][CH2:21][CH3:22])=[C:13]([CH:19]=2)[CH:14]=[O:15])[CH2:8][CH2:7]1. Given the reactants C1COCC1.[CH:6]1([C:9]2[C:10]([C:23]3[CH:28]=[CH:27][C:26]([F:29])=[CH:25][CH:24]=3)=[N:11][C:12]([O:20][CH2:21][CH3:22])=[C:13]([CH:19]=2)[C:14](OCC)=[O:15])[CH2:8][CH2:7]1.[H-].[Al+3].[Li+].[H-].[H-].[H-].[OH-].[Na+], predict the reaction product. (4) Given the reactants [CH2:1]([O:8][C:9]([NH:11][C@H:12]([C:18]([OH:20])=O)[CH2:13][CH2:14][C:15]([OH:17])=O)=[O:10])[C:2]1[CH:7]=[CH:6][CH:5]=[CH:4][CH:3]=1.[O:21]([CH2:32][CH2:33][NH2:34])[C@@H:22]1[O:30][C@@H:29]([CH3:31])[C@@H:27]([OH:28])[C@@H:25]([OH:26])[C@@H:23]1[OH:24].[CH2:35](Cl)[CH2:36]Cl, predict the reaction product. The product is: [CH3:33][CH2:32][O:21][C:22]([CH3:23])=[O:30].[C:18]([C:12]#[N:11])([CH3:35])=[O:20].[CH3:1][OH:8].[O:20]=[C:18]([NH:34][CH2:33][CH2:32][O:21][C@@H:22]1[O:30][C@@H:35]([CH3:36])[C@@H:27]([OH:28])[C@@H:25]([OH:26])[C@@H:23]1[OH:24])[C@@H:12]([NH:11][C:9](=[O:10])[O:8][CH2:1][C:2]1[CH:3]=[CH:4][CH:5]=[CH:6][CH:7]=1)[CH2:13][CH2:14][C:15](=[O:17])[NH:34][CH2:33][CH2:32][O:21][C@@H:22]1[O:30][C@@H:29]([CH3:31])[C@@H:27]([OH:28])[C@@H:25]([OH:26])[C@@H:23]1[OH:24]. (5) Given the reactants [N+:1]([C:4]1[CH:9]=[CH:8][C:7]([C:10]2[CH:11]=[N:12][CH:13]=[CH:14][CH:15]=2)=[CH:6][CH:5]=1)([O-])=O, predict the reaction product. The product is: [NH2:1][C:4]1[CH:5]=[CH:6][C:7]([C:10]2[CH:11]=[N:12][CH:13]=[CH:14][CH:15]=2)=[CH:8][CH:9]=1.